This data is from Reaction yield outcomes from USPTO patents with 853,638 reactions. The task is: Predict the reaction yield, written as a fraction of the theoretical maximum amount of product (1.0 means a 100% yield; for example, 0.34 means a 34% yield). (1) The reactants are [CH3:1][C:2]1[C:12]([CH3:13])=[CH:11][C:10]([CH3:14])=[CH:9][C:3]=1[O:4][CH2:5][C:6](O)=[O:7]. The catalyst is CCCCCC. The product is [CH3:14][C:10]1[C:9]2[C:6](=[O:7])[CH2:5][O:4][C:3]=2[C:2]([CH3:1])=[C:12]([CH3:13])[CH:11]=1. The yield is 0.750. (2) The reactants are Br[C:2]1[CH:3]=[CH:4][C:5]2[NH:6][C:7]3[C:12]([C:13]=2[CH:14]=1)=[CH:11][CH:10]=[CH:9][CH:8]=3.O.C(=O)([O-])[O-].[K+].[K+].[C:22]1(B(O)O)[CH:27]=[CH:26][CH:25]=[CH:24][CH:23]=1. The catalyst is CN(C=O)C.[Pd].C1(P(C2C=CC=CC=2)C2C=CC=CC=2)C=CC=CC=1.C1(P(C2C=CC=CC=2)C2C=CC=CC=2)C=CC=CC=1.C1(P(C2C=CC=CC=2)C2C=CC=CC=2)C=CC=CC=1.C1(P(C2C=CC=CC=2)C2C=CC=CC=2)C=CC=CC=1.C(Cl)Cl. The product is [C:22]1([C:2]2[CH:3]=[CH:4][C:5]3[NH:6][C:7]4[C:12]([C:13]=3[CH:14]=2)=[CH:11][CH:10]=[CH:9][CH:8]=4)[CH:27]=[CH:26][CH:25]=[CH:24][CH:23]=1. The yield is 0.900. (3) The reactants are [CH2:1]([O:3][C:4]1[CH:5]=[C:6]([C:14](=O)[CH2:15][C:16](=O)[C:17]([F:20])([F:19])[F:18])[CH:7]=[CH:8][C:9]=1[C:10]([F:13])([F:12])[F:11])[CH3:2].[NH2:23][C:24]1[C:28]([Br:29])=[CH:27][NH:26][N:25]=1. No catalyst specified. The product is [Br:29][C:28]1[CH:27]=[N:26][N:25]2[C:16]([C:17]([F:20])([F:19])[F:18])=[CH:15][C:14]([C:6]3[CH:7]=[CH:8][C:9]([C:10]([F:13])([F:12])[F:11])=[C:4]([O:3][CH2:1][CH3:2])[CH:5]=3)=[N:23][C:24]=12. The yield is 0.910. (4) The reactants are [Br:1][C:2]1[CH:3]=[C:4]([CH3:12])[C:5]([C:8]([O:10][CH3:11])=[O:9])=[N:6][CH:7]=1.[Br:13]N1C(=O)CCC1=O. The catalyst is C(Cl)(Cl)(Cl)Cl.N(C(C)(C)C#N)=NC(C)(C)C#N. The product is [Br:1][C:2]1[CH:3]=[C:4]([CH2:12][Br:13])[C:5]([C:8]([O:10][CH3:11])=[O:9])=[N:6][CH:7]=1. The yield is 0.490. (5) The reactants are Br[C:2]1[CH:3]=[C:4]([C:8]2([C:21]3[CH:26]=[CH:25][CH:24]=[C:23]([CH3:27])[CH:22]=3)[C:20]3[CH:19]=[CH:18][CH:17]=[CH:16][C:15]=3[C:14]3[C:9]2=[CH:10][CH:11]=[CH:12][CH:13]=3)[CH:5]=[CH:6][CH:7]=1.CC(C)([O-])C.[Na+].[NH2:34][C:35]1[CH:40]=[CH:39][CH:38]=[C:37]([CH3:41])[CH:36]=1.C(P(C(C)(C)C)C(C)(C)C)(C)(C)C. The catalyst is C1C=CC(/C=C/C(/C=C/C2C=CC=CC=2)=O)=CC=1.C1C=CC(/C=C/C(/C=C/C2C=CC=CC=2)=O)=CC=1.[Pd].CCCCCC.C1(C)C=CC=CC=1. The product is [CH3:41][C:37]1[CH:36]=[C:35]([NH:34][C:2]2[CH:7]=[CH:6][CH:5]=[C:4]([C:8]3([C:21]4[CH:26]=[CH:25][CH:24]=[C:23]([CH3:27])[CH:22]=4)[C:9]4[CH:10]=[CH:11][CH:12]=[CH:13][C:14]=4[C:15]4[C:20]3=[CH:19][CH:18]=[CH:17][CH:16]=4)[CH:3]=2)[CH:40]=[CH:39][CH:38]=1. The yield is 0.980. (6) The reactants are [CH:1]([C:3]1[NH:4][C:5]2[CH2:6][CH2:7][CH2:8][CH2:9][C:10]=2[C:11]=1[CH2:12][CH2:13][C:14]([OH:16])=[O:15])=O.[Cl:17][C:18]1[CH:19]=[C:20]2[C:24](=[CH:25][CH:26]=1)[NH:23][C:22](=[O:27])[CH2:21]2.N1CCCCC1.N1CCCC1. The catalyst is C(O)C.C(O)(=O)C. The product is [Cl:17][C:18]1[CH:19]=[C:20]2[C:24](=[CH:25][CH:26]=1)[NH:23][C:22](=[O:27])[C:21]2=[CH:1][C:3]1[NH:4][C:5]2[CH2:6][CH2:7][CH2:8][CH2:9][C:10]=2[C:11]=1[CH2:12][CH2:13][C:14]([OH:16])=[O:15]. The yield is 0.800.